Task: Predict the product of the given reaction.. Dataset: Forward reaction prediction with 1.9M reactions from USPTO patents (1976-2016) (1) Given the reactants [H-].[Na+].CCCCCC.[C:9]([C:12]1[C:16]([CH3:17])=[CH:15][NH:14][C:13]=1[CH3:18])(=[O:11])[CH3:10].[Br:19][C:20]1[CH:27]=[C:26](F)[CH:25]=[CH:24][C:21]=1[C:22]#[N:23], predict the reaction product. The product is: [C:9]([C:12]1[C:16]([CH3:17])=[CH:15][N:14]([C:26]2[CH:25]=[CH:24][C:21]([C:22]#[N:23])=[C:20]([Br:19])[CH:27]=2)[C:13]=1[CH3:18])(=[O:11])[CH3:10]. (2) Given the reactants [Cl:1][C:2]1[CH:7]=[CH:6][C:5]([N+:8]([O-])=O)=[CH:4][C:3]=1[C:11]1[CH:20]=[CH:19][C:18]2[C:13](=[CH:14][CH:15]=[CH:16][N:17]=2)[N:12]=1.[Sn](Cl)Cl.C([O-])(O)=O.[Na+].[OH-].[Na+], predict the reaction product. The product is: [Cl:1][C:2]1[CH:7]=[CH:6][C:5]([NH2:8])=[CH:4][C:3]=1[C:11]1[CH:20]=[CH:19][C:18]2[C:13](=[CH:14][CH:15]=[CH:16][N:17]=2)[N:12]=1. (3) Given the reactants [CH2:1]([NH:4][C:5]([C:7]1([CH2:20][CH2:21][CH2:22][CH2:23]Br)[C:19]2[CH:18]=[CH:17][CH:16]=[CH:15][C:14]=2[C:13]2[C:8]1=[CH:9][CH:10]=[CH:11][CH:12]=2)=[O:6])[CH2:2][CH3:3].[C:25]1([CH2:31][C:32]([N:34]2[CH2:39][CH2:38][NH:37][CH2:36][CH2:35]2)=[O:33])[CH:30]=[CH:29][CH:28]=[CH:27][CH:26]=1, predict the reaction product. The product is: [CH2:1]([NH:4][C:5]([C:7]1([CH2:20][CH2:21][CH2:22][CH2:23][N:37]2[CH2:38][CH2:39][N:34]([C:32](=[O:33])[CH2:31][C:25]3[CH:26]=[CH:27][CH:28]=[CH:29][CH:30]=3)[CH2:35][CH2:36]2)[C:19]2[CH:18]=[CH:17][CH:16]=[CH:15][C:14]=2[C:13]2[C:8]1=[CH:9][CH:10]=[CH:11][CH:12]=2)=[O:6])[CH2:2][CH3:3]. (4) Given the reactants [C:1]1([C:7]2[O:8][C:9]([CH2:15][CH3:16])=[C:10]([C:12]([OH:14])=O)[N:11]=2)[CH:6]=[CH:5][CH:4]=[CH:3][CH:2]=1.[C:17]([O:21][C:22]([N:24]1[CH2:29][CH2:28][CH:27]([C:30]2[CH:35]=[CH:34][C:33]([NH2:36])=[CH:32][CH:31]=2)[CH2:26][CH2:25]1)=[O:23])([CH3:20])([CH3:19])[CH3:18].C(N(CC)CC)C.F[P-](F)(F)(F)(F)F.N1(O[P+](N(C)C)(N(C)C)N(C)C)C2C=CC=CC=2N=N1, predict the reaction product. The product is: [C:17]([O:21][C:22]([N:24]1[CH2:29][CH2:28][CH:27]([C:30]2[CH:35]=[CH:34][C:33]([NH:36][C:12]([C:10]3[N:11]=[C:7]([C:1]4[CH:2]=[CH:3][CH:4]=[CH:5][CH:6]=4)[O:8][C:9]=3[CH2:15][CH3:16])=[O:14])=[CH:32][CH:31]=2)[CH2:26][CH2:25]1)=[O:23])([CH3:20])([CH3:18])[CH3:19].